From a dataset of Full USPTO retrosynthesis dataset with 1.9M reactions from patents (1976-2016). Predict the reactants needed to synthesize the given product. (1) Given the product [Si:10]([O:19][CH2:20][CH2:21][CH2:22][C:23]1[CH:28]=[C:27]([C:29]([O:31][CH3:32])=[O:30])[N:26]=[C:25]([C:33]([O:35][CH3:36])=[O:34])[CH:24]=1)([C:6]([CH3:9])([CH3:8])[CH3:7])([CH3:13])[CH3:12], predict the reactants needed to synthesize it. The reactants are: N1C=CN=C1.[C:6]([Si:10]([CH3:13])([CH3:12])Cl)([CH3:9])([CH3:8])[CH3:7].CN(C)C=O.[OH:19][CH2:20][CH2:21][CH2:22][C:23]1[CH:28]=[C:27]([C:29]([O:31][CH3:32])=[O:30])[N:26]=[C:25]([C:33]([O:35][CH3:36])=[O:34])[CH:24]=1. (2) Given the product [Cl:14][CH2:13][CH2:12][C:7]1[N:8]=[N:9][C:10]2[C:5]([CH:6]=1)=[CH:4][CH:3]=[C:2]([C:21]1[CH:22]=[CH:23][C:18]([C:16]#[N:17])=[CH:19][CH:20]=1)[CH:11]=2, predict the reactants needed to synthesize it. The reactants are: Br[C:2]1[CH:11]=[C:10]2[C:5]([C:6](Cl)=[C:7]([CH2:12][CH2:13][Cl:14])[N:8]=[N:9]2)=[CH:4][CH:3]=1.[C:16]([C:18]1[CH:23]=[CH:22][C:21](B(O)O)=[CH:20][CH:19]=1)#[N:17].C([O-])([O-])=O.[Na+].[Na+].N. (3) Given the product [NH2:1][C:2]1[N:3]=[C:4]([CH3:19])[C:5]2[CH:11]=[C:10]([C:28]3[CH:29]=[N:30][NH:31][CH:32]=3)[C:9](=[O:13])[N:8]([N:14]3[CH2:18][CH2:17][CH2:16][CH2:15]3)[C:6]=2[N:7]=1, predict the reactants needed to synthesize it. The reactants are: [NH2:1][C:2]1[N:3]=[C:4]([CH3:19])[C:5]2[CH:11]=[C:10](Br)[C:9](=[O:13])[N:8]([N:14]3[CH2:18][CH2:17][CH2:16][CH2:15]3)[C:6]=2[N:7]=1.CC1(C)C(C)(C)OB([C:28]2[CH:29]=[N:30][N:31](C(OC(C)(C)C)=O)[CH:32]=2)O1.C(=O)([O-])[O-].[K+].[K+].O.